Task: Regression. Given a peptide amino acid sequence and an MHC pseudo amino acid sequence, predict their binding affinity value. This is MHC class I binding data.. Dataset: Peptide-MHC class I binding affinity with 185,985 pairs from IEDB/IMGT (1) The peptide sequence is YRSDIVGTY. The MHC is HLA-B08:01 with pseudo-sequence HLA-B08:01. The binding affinity (normalized) is 0.0847. (2) The peptide sequence is MFKNFPFFK. The MHC is HLA-B46:01 with pseudo-sequence HLA-B46:01. The binding affinity (normalized) is 0.0847.